Dataset: Rat liver microsome stability data. Task: Regression/Classification. Given a drug SMILES string, predict its absorption, distribution, metabolism, or excretion properties. Task type varies by dataset: regression for continuous measurements (e.g., permeability, clearance, half-life) or binary classification for categorical outcomes (e.g., BBB penetration, CYP inhibition). Dataset: rlm. (1) The drug is CCOc1ccc(CCNC(=O)c2ccnn2Cc2cccc(C)c2)cc1OCC. The result is 1 (stable in rat liver microsomes). (2) The molecule is Cc1ccc(S(=O)(=O)Nc2ncccc2C(=O)Nc2nc(-c3ccccc3)cs2)cc1. The result is 1 (stable in rat liver microsomes).